From a dataset of Full USPTO retrosynthesis dataset with 1.9M reactions from patents (1976-2016). Predict the reactants needed to synthesize the given product. (1) Given the product [CH3:16][C:7]1[C:6]2[CH:5]=[C:4]([C:17]#[N:18])[CH:3]=[C:2]([C:26]3[CH:27]=[CH:28][C:23]([S:20]([CH3:19])(=[O:22])=[O:21])=[CH:24][CH:25]=3)[C:10]=2[N:9]2[CH2:11][CH2:12][NH:13][C:14](=[O:15])[C:8]=12, predict the reactants needed to synthesize it. The reactants are: Br[C:2]1[C:10]2[N:9]3[CH2:11][CH2:12][NH:13][C:14](=[O:15])[C:8]3=[C:7]([CH3:16])[C:6]=2[CH:5]=[C:4]([C:17]#[N:18])[CH:3]=1.[CH3:19][S:20]([C:23]1[CH:28]=[CH:27][C:26](B(O)O)=[CH:25][CH:24]=1)(=[O:22])=[O:21]. (2) Given the product [Br:15][C:8]1[CH:9]=[CH:10][N:5]([CH2:1][CH2:2][CH2:3][CH3:4])[C:6](=[O:12])[CH:7]=1, predict the reactants needed to synthesize it. The reactants are: [CH2:1]([N:5]1[CH:10]=[CH:9][C:8](O)=[CH:7][C:6]1=[O:12])[CH2:2][CH2:3][CH3:4].P(Br)(Br)([Br:15])=O. (3) Given the product [CH:17]12[CH2:22][CH:21]1[CH2:20][N:19]([C:23]([C:25]1([C:28]3[S:29][C:30]([C:2]4[CH:7]=[CH:6][C:5]([S:8]([NH2:11])(=[O:10])=[O:9])=[CH:4][CH:3]=4)=[C:31]([C:33]4[CH:34]=[CH:35][C:36]([Cl:39])=[CH:37][CH:38]=4)[N:32]=3)[CH2:26][CH2:27]1)=[O:24])[CH2:18]2, predict the reactants needed to synthesize it. The reactants are: Br[C:2]1[CH:7]=[CH:6][C:5]([S:8]([NH2:11])(=[O:10])=[O:9])=[CH:4][CH:3]=1.C([O-])(=O)C.[K+].[CH:17]12[CH2:22][CH:21]1[CH2:20][N:19]([C:23]([C:25]1([C:28]3[S:29][CH:30]=[C:31]([C:33]4[CH:38]=[CH:37][C:36]([Cl:39])=[CH:35][CH:34]=4)[N:32]=3)[CH2:27][CH2:26]1)=[O:24])[CH2:18]2. (4) The reactants are: Br[C:2]1[CH:3]=[CH:4][C:5]([O:15][CH3:16])=[C:6]2[C:11]=1[O:10][CH2:9][C@H:8]([N:12]([CH3:14])[CH3:13])[CH2:7]2.[C:17]1([C:23]([C:25]2[CH:30]=[CH:29][CH:28]=[CH:27][CH:26]=2)=[NH:24])[CH:22]=[CH:21][CH:20]=[CH:19][CH:18]=1.CC(C)([O-])C.[Na+].C1C=CC(P(C2C(OC3C(P(C4C=CC=CC=4)C4C=CC=CC=4)=CC=CC=3)=CC=CC=2)C2C=CC=CC=2)=CC=1. Given the product [C:25]1([C:23]([C:17]2[CH:18]=[CH:19][CH:20]=[CH:21][CH:22]=2)=[N:24][C:2]2[CH:3]=[CH:4][C:5]([O:15][CH3:16])=[C:6]3[C:11]=2[O:10][CH2:9][C@H:8]([N:12]([CH3:14])[CH3:13])[CH2:7]3)[CH:26]=[CH:27][CH:28]=[CH:29][CH:30]=1, predict the reactants needed to synthesize it. (5) Given the product [NH2:1][C:2]1[C:7]([C:8]2[CH:13]=[CH:12][C:11]([C:14]([OH:16])=[O:15])=[C:10]([F:21])[CH:9]=2)=[N:6][C:5]([C:22]([O:24][CH2:25][CH3:26])=[O:23])=[CH:4][N:3]=1.[C:27]([OH:33])([C:29]([F:32])([F:31])[F:30])=[O:28], predict the reactants needed to synthesize it. The reactants are: [NH2:1][C:2]1[N:3]=[CH:4][C:5]([C:22]([O:24][CH2:25][CH3:26])=[O:23])=[N:6][C:7]=1[C:8]1[CH:13]=[CH:12][C:11]([C:14]([O:16]C(C)(C)C)=[O:15])=[C:10]([F:21])[CH:9]=1.[C:27]([OH:33])([C:29]([F:32])([F:31])[F:30])=[O:28]. (6) Given the product [CH:14]1[C:23]2[C:18](=[C:19]([C:24]([CH3:29])([CH3:28])[C:25]([NH:9][CH2:8][C:7]3[CH:10]=[CH:11][C:4]([S:3][C:2]([F:12])([F:1])[F:13])=[CH:5][CH:6]=3)=[O:26])[CH:20]=[CH:21][CH:22]=2)[CH:17]=[CH:16][N:15]=1, predict the reactants needed to synthesize it. The reactants are: [F:1][C:2]([F:13])([F:12])[S:3][C:4]1[CH:11]=[CH:10][C:7]([CH2:8][NH2:9])=[CH:6][CH:5]=1.[CH:14]1[C:23]2[C:18](=[C:19]([C:24]([CH3:29])([CH3:28])[C:25](O)=[O:26])[CH:20]=[CH:21][CH:22]=2)[CH:17]=[CH:16][N:15]=1.C1C2C(=C(CC(O)=O)C=CC=2)C=CN=1.FC1C(F)=C(C(F)(F)F)C=CC=1CN. (7) Given the product [CH3:27][C:26]1[O:25][C:24]([C:28]2[CH:33]=[CH:32][CH:31]=[CH:30][CH:29]=2)=[N:23][C:22]=1[CH2:21][O:20][C:16]1[CH:15]=[C:14]([S:13][C:11]([N:7]2[CH2:8][CH2:9][CH2:10][C@@H:6]2[C:4]([OH:5])=[O:3])=[O:12])[CH:19]=[CH:18][CH:17]=1, predict the reactants needed to synthesize it. The reactants are: C([O:3][C:4]([C@H:6]1[CH2:10][CH2:9][CH2:8][N:7]1[C:11]([S:13][C:14]1[CH:19]=[CH:18][CH:17]=[C:16]([O:20][CH2:21][C:22]2[N:23]=[C:24]([C:28]3[CH:33]=[CH:32][CH:31]=[CH:30][CH:29]=3)[O:25][C:26]=2[CH3:27])[CH:15]=1)=[O:12])=[O:5])C.[OH-].[Na+]. (8) Given the product [Br:1][CH2:2][C:3]1[CH:12]=[CH:11][C:10]2[C:5](=[CH:6][CH:7]=[C:8]([O:21][C:19]([O:18][C:14]([CH3:17])([CH3:16])[CH3:15])=[O:20])[CH:9]=2)[N:4]=1, predict the reactants needed to synthesize it. The reactants are: [Br:1][CH2:2][C:3]1[CH:12]=[CH:11][C:10]2[C:5](=[CH:6][CH:7]=[C:8](F)[CH:9]=2)[N:4]=1.[C:14]([O:18][C:19]([O:21]C1C=C2C(=CC=1)N=C(C)C=C2)=[O:20])([CH3:17])([CH3:16])[CH3:15]. (9) Given the product [CH:31]([C:34]1[CH:39]=[CH:38][C:37]([CH3:40])=[CH:36][C:35]=1[N:41]1[C:51](=[O:54])[CH2:52][S:43]/[C:42]/1=[N:44]\[C:45]([NH:64][CH2:22][CH:21]([C:18]1[CH:19]=[CH:20][C:15]([C:12]2[N:13]=[CH:14][N:10]([C:7]3[CH:8]=[CH:9][C:4]([O:3][C:2]([F:29])([F:1])[F:30])=[CH:5][CH:6]=3)[N:11]=2)=[CH:16][CH:17]=1)[CH3:28])=[O:48])([CH3:33])[CH3:32], predict the reactants needed to synthesize it. The reactants are: [F:1][C:2]([F:30])([F:29])[O:3][C:4]1[CH:9]=[CH:8][C:7]([N:10]2[CH:14]=[N:13][C:12]([C:15]3[CH:20]=[CH:19][C:18]([CH:21]([CH3:28])[CH2:22]C(N=[N+]=[N-])=O)=[CH:17][CH:16]=3)=[N:11]2)=[CH:6][CH:5]=1.[CH:31]([C:34]1[CH:39]=[CH:38][C:37]([CH3:40])=[CH:36][C:35]=1[NH:41][C:42]([NH2:44])=[S:43])([CH3:33])[CH3:32].[C:45](=[O:48])([O-])[O-].[Cs+].[Cs+].[C:51]([O-:54])(=O)[CH3:52].[Na+].BrCC(OC)=O.C(#[N:64])C.